From a dataset of Catalyst prediction with 721,799 reactions and 888 catalyst types from USPTO. Predict which catalyst facilitates the given reaction. (1) Reactant: [CH3:1][CH:2]([CH3:19])[CH2:3][CH:4]([C:8]1[N:9]=[C:10]([C:13]2[CH:18]=[CH:17][CH:16]=[CH:15][CH:14]=2)[S:11][CH:12]=1)[C:5]([OH:7])=O.C1CN([P+](O[N:37]2N=[N:44][C:39]3C=CC=C[C:38]2=3)(N2CCCC2)N2CCCC2)CC1.F[P-](F)(F)(F)(F)F.Cl.NCC#N.C(N(CC)CC)C. Product: [C:38]([CH2:39][NH:44][C:5](=[O:7])[CH:4]([C:8]1[N:9]=[C:10]([C:13]2[CH:18]=[CH:17][CH:16]=[CH:15][CH:14]=2)[S:11][CH:12]=1)[CH2:3][CH:2]([CH3:1])[CH3:19])#[N:37]. The catalyst class is: 3. (2) Reactant: [Cl:1][C:2]1[C:7]([C:8]2[C:13]([F:14])=[CH:12][C:11]([O:15][CH2:16][CH2:17][CH2:18][NH:19][CH3:20])=[CH:10][C:9]=2[F:21])=[C:6]([NH:22][C@@H:23]([CH3:28])[C:24]([F:27])([F:26])[F:25])[N:5]2[N:29]=[CH:30][N:31]=[C:4]2[N:3]=1.[C:32]([OH:39])(=[O:38])[CH2:33][CH2:34][C:35]([OH:37])=[O:36]. Product: [C:32]([OH:39])(=[O:38])[CH2:33][CH2:34][C:35]([OH:37])=[O:36].[Cl:1][C:2]1[C:7]([C:8]2[C:9]([F:21])=[CH:10][C:11]([O:15][CH2:16][CH2:17][CH2:18][NH:19][CH3:20])=[CH:12][C:13]=2[F:14])=[C:6]([NH:22][C@@H:23]([CH3:28])[C:24]([F:26])([F:27])[F:25])[N:5]2[N:29]=[CH:30][N:31]=[C:4]2[N:3]=1. The catalyst class is: 6. (3) Reactant: [N+:1]([C:4]1[CH:8]=[CH:7][NH:6][N:5]=1)([O-:3])=[O:2].Cl[C:10]1[N:15]=[CH:14][C:13]([C:16]([O:18][C:19]([CH3:22])([CH3:21])[CH3:20])=[O:17])=[CH:12][CH:11]=1.C(=O)([O-])[O-].[Cs+].[Cs+]. Product: [N+:1]([C:4]1[CH:8]=[CH:7][N:6]([C:10]2[N:15]=[CH:14][C:13]([C:16]([O:18][C:19]([CH3:22])([CH3:21])[CH3:20])=[O:17])=[CH:12][CH:11]=2)[N:5]=1)([O-:3])=[O:2]. The catalyst class is: 3. (4) Reactant: Cl.Cl.[CH2:3]([N:5]([CH2:12][CH3:13])[CH:6]1[CH2:11][CH2:10][NH:9][CH2:8][CH2:7]1)[CH3:4]. Product: [CH2:12]([N:5]([CH2:3][CH3:4])[CH:6]1[CH2:7][CH2:8][NH:9][CH2:10][CH2:11]1)[CH3:13]. The catalyst class is: 801.